Dataset: Forward reaction prediction with 1.9M reactions from USPTO patents (1976-2016). Task: Predict the product of the given reaction. (1) Given the reactants Cl[C:2]1[C:11]2[C:6](=[C:7]([Cl:14])[C:8]([O:12][CH3:13])=[CH:9][CH:10]=2)[N:5]=[C:4]([N:15]2[CH:19]=[CH:18][C:17]([C:20]([F:23])([F:22])[F:21])=[N:16]2)[CH:3]=1.CC(O[K])=[O:26].O, predict the reaction product. The product is: [Cl:14][C:7]1[C:8]([O:12][CH3:13])=[CH:9][CH:10]=[C:11]2[C:6]=1[N:5]=[C:4]([N:15]1[CH:19]=[CH:18][C:17]([C:20]([F:23])([F:22])[F:21])=[N:16]1)[CH:3]=[C:2]2[OH:26]. (2) The product is: [C:36]([O:21][CH2:20][CH2:19][N:16]1[CH2:15][CH2:14][N:13]([S:10]([C:7]2[CH:8]=[CH:9][C:4]([O:3][CH2:1][CH3:2])=[C:5]([C:22]3[NH:23][C:24](=[O:35])[C:25]4[N:30]([CH3:31])[CH:29]=[C:28]([CH2:32][CH2:33][CH3:34])[C:26]=4[N:27]=3)[CH:6]=2)(=[O:11])=[O:12])[CH2:18][CH2:17]1)(=[O:38])[CH3:37]. Given the reactants [CH2:1]([O:3][C:4]1[CH:9]=[CH:8][C:7]([S:10]([N:13]2[CH2:18][CH2:17][N:16]([CH2:19][CH2:20][OH:21])[CH2:15][CH2:14]2)(=[O:12])=[O:11])=[CH:6][C:5]=1[C:22]1[NH:23][C:24](=[O:35])[C:25]2[N:30]([CH3:31])[CH:29]=[C:28]([CH2:32][CH2:33][CH3:34])[C:26]=2[N:27]=1)[CH3:2].[C:36](OC(=O)C)(=[O:38])[CH3:37], predict the reaction product. (3) Given the reactants [CH3:1][C:2]([OH:41])([C:4]1[CH:5]=[CH:6][CH:7]=[CH:8][C:9]=1[CH2:10][CH2:11][C@@H:12]([S:32][CH2:33][C:34]1([CH2:37][C:38]([O-:40])=[O:39])[CH2:36][CH2:35]1)[C:13]1[CH:14]=[CH:15][CH:16]=[C:17](/[CH:19]=[CH:20]/[C:21]2[CH:22]=[CH:23][C:24]3[CH:25]=[CH:26][C:27]([Cl:31])=[CH:28][C:29]=3[N:30]=2)[CH:18]=1)[CH3:3].[Na+].[OH:43]O, predict the reaction product. The product is: [Cl:31][C:27]1[CH:28]=[C:29]2[C:24]([CH:23]=[CH:22][C:21]([CH:20]=[CH:19][C:17]3[CH:18]=[C:13]([CH:12]([S:32]([CH2:33][C:34]4([CH2:37][C:38]([OH:40])=[O:39])[CH2:35][CH2:36]4)=[O:43])[CH2:11][CH2:10][C:9]4[CH:8]=[CH:7][CH:6]=[CH:5][C:4]=4[C:2]([OH:41])([CH3:1])[CH3:3])[CH:14]=[CH:15][CH:16]=3)=[N:30]2)=[CH:25][CH:26]=1. (4) Given the reactants [CH:1]1([CH2:4][N:5]2[C:10]3[S:11][CH:12]=[C:13]([C:14]([O:16][CH2:17][CH3:18])=[O:15])[C:9]=3[C:8](=[O:19])[N:7]([CH3:20])[C:6]2=[O:21])[CH2:3][CH2:2]1.[F:22][C:23]([F:33])([F:32])[C:24]1[CH:31]=[CH:30][CH:29]=[CH:28][C:25]=1[CH:26]=O.C([N-]C(C)C)(C)C.[Li+].Cl, predict the reaction product. The product is: [CH:1]1([CH2:4][N:5]2[C:10]3[S:11][C:12]([CH2:26][C:25]4[CH:28]=[CH:29][CH:30]=[CH:31][C:24]=4[C:23]([F:22])([F:32])[F:33])=[C:13]([C:14]([O:16][CH2:17][CH3:18])=[O:15])[C:9]=3[C:8](=[O:19])[N:7]([CH3:20])[C:6]2=[O:21])[CH2:3][CH2:2]1. (5) Given the reactants [CH2:1]([NH:8][C:9]1[CH:14]=[CH:13][C:12]([C:15]2[CH:19]=[C:18]([CH2:20][O:21][C:22](=[O:24])[NH2:23])[O:17][N:16]=2)=[CH:11][CH:10]=1)[C:2]1[CH:7]=[CH:6][CH:5]=[CH:4][CH:3]=1.[CH2:25]=O, predict the reaction product. The product is: [CH2:1]([N:8]([CH3:25])[C:9]1[CH:10]=[CH:11][C:12]([C:15]2[CH:19]=[C:18]([CH2:20][O:21][C:22](=[O:24])[NH2:23])[O:17][N:16]=2)=[CH:13][CH:14]=1)[C:2]1[CH:7]=[CH:6][CH:5]=[CH:4][CH:3]=1.